This data is from NCI-60 drug combinations with 297,098 pairs across 59 cell lines. The task is: Regression. Given two drug SMILES strings and cell line genomic features, predict the synergy score measuring deviation from expected non-interaction effect. (1) Drug 1: CC1C(C(=O)NC(C(=O)N2CCCC2C(=O)N(CC(=O)N(C(C(=O)O1)C(C)C)C)C)C(C)C)NC(=O)C3=C4C(=C(C=C3)C)OC5=C(C(=O)C(=C(C5=N4)C(=O)NC6C(OC(=O)C(N(C(=O)CN(C(=O)C7CCCN7C(=O)C(NC6=O)C(C)C)C)C)C(C)C)C)N)C. Drug 2: CCC1=C2CN3C(=CC4=C(C3=O)COC(=O)C4(CC)O)C2=NC5=C1C=C(C=C5)O. Cell line: SNB-75. Synergy scores: CSS=16.7, Synergy_ZIP=-0.795, Synergy_Bliss=1.14, Synergy_Loewe=-25.5, Synergy_HSA=1.70. (2) Drug 1: C1=NC2=C(N=C(N=C2N1C3C(C(C(O3)CO)O)O)F)N. Drug 2: CC(C)CN1C=NC2=C1C3=CC=CC=C3N=C2N. Cell line: OVCAR3. Synergy scores: CSS=9.27, Synergy_ZIP=-2.44, Synergy_Bliss=-2.14, Synergy_Loewe=-2.68, Synergy_HSA=-4.36.